Task: Predict which catalyst facilitates the given reaction.. Dataset: Catalyst prediction with 721,799 reactions and 888 catalyst types from USPTO (1) Reactant: [O:1]1[C:5]([C:6]([O-:8])=[O:7])=[CH:4][N:3]=[CH:2]1.[Li+].C[Si]([N-][Si](C)(C)C)(C)C.[I:19]C(I)C.[O-]S([O-])(=S)=O.[Na+].[Na+].[CH2:30]1[CH2:34]OCC1. Product: [I:19][C:2]1[O:1][C:5]([C:6]([O:8][CH2:34][CH3:30])=[O:7])=[CH:4][N:3]=1. The catalyst class is: 28. (2) Reactant: COC1C=C(OC)C=CC=1C[N:6]([C:30]1[S:34][N:33]=[CH:32][N:31]=1)[S:7]([C:10]1[CH:15]=[C:14]([F:16])[C:13]([O:17][C@H:18]2[CH2:22][CH2:21][CH2:20][C@@H:19]2[C:23]2[CH:28]=[CH:27][CH:26]=[CH:25][CH:24]=2)=[CH:12][C:11]=1[F:29])(=[O:9])=[O:8].C([SiH](CC)CC)C.FC(F)(F)C(O)=O. Product: [F:29][C:11]1[CH:12]=[C:13]([O:17][C@H:18]2[CH2:22][CH2:21][CH2:20][C@@H:19]2[C:23]2[CH:24]=[CH:25][CH:26]=[CH:27][CH:28]=2)[C:14]([F:16])=[CH:15][C:10]=1[S:7]([NH:6][C:30]1[S:34][N:33]=[CH:32][N:31]=1)(=[O:9])=[O:8]. The catalyst class is: 4. (3) Reactant: [ClH:1].Cl.C([S:6][CH:7]1[CH2:12][CH2:11][N:10]([CH:13]([C:19]2[CH:24]=[CH:23][CH:22]=[CH:21][C:20]=2[F:25])[C:14]([CH:16]2[CH2:18][CH2:17]2)=[O:15])[CH2:9]/[C:8]/1=[CH:26]\[C:27]1[N:28]([CH2:32][C:33]([O:35][CH2:36][CH3:37])=[O:34])[CH:29]=[CH:30][N:31]=1)(=O)C. Product: [ClH:1].[CH:16]1([C:14](=[O:15])[CH:13]([N:10]2[CH2:11][CH2:12][CH:7]([SH:6])/[C:8](=[CH:26]/[C:27]3[N:28]([CH2:32][C:33]([O:35][CH2:36][CH3:37])=[O:34])[CH:29]=[CH:30][N:31]=3)/[CH2:9]2)[C:19]2[CH:24]=[CH:23][CH:22]=[CH:21][C:20]=2[F:25])[CH2:18][CH2:17]1. The catalyst class is: 8. (4) The catalyst class is: 41. Product: [NH2:2]/[C:1](=[N:28]\[OH:29])/[C:3](=[N:10]\[O:11][CH2:12][C:13]1[N:18]=[C:17]([NH:19][C:20](=[O:26])[O:21][C:22]([CH3:23])([CH3:25])[CH3:24])[CH:16]=[CH:15][CH:14]=1)/[C:4]1[CH:9]=[CH:8][CH:7]=[CH:6][CH:5]=1. Reactant: [C:1](/[C:3](=[N:10]\[O:11][CH2:12][C:13]1[N:18]=[C:17]([NH:19][C:20](=[O:26])[O:21][C:22]([CH3:25])([CH3:24])[CH3:23])[CH:16]=[CH:15][CH:14]=1)/[C:4]1[CH:9]=[CH:8][CH:7]=[CH:6][CH:5]=1)#[N:2].Cl.[NH2:28][OH:29].C(=O)([O-])[O-].[K+].[K+].O. (5) Reactant: [NH:1]1[C:9]2[C:4](=[CH:5][CH:6]=[CH:7][CH:8]=2)[C:3](/[CH:10]=[CH:11]/[C:12]2[CH:25]=[CH:24][C:15]([C:16]([N:18]3[CH2:23][CH2:22][NH:21][CH2:20][CH2:19]3)=[O:17])=[CH:14][CH:13]=2)=[N:2]1.C(OC([NH:33][C:34]([CH3:39])([CH3:38])[C:35](O)=[O:36])=O)(C)(C)C.O.ON1C2C=CC=CC=2N=N1.[ClH:51].C(N=C=NCCCN(C)C)C.CN1CCOCC1.Cl.CO. Product: [ClH:51].[ClH:51].[NH2:33][C:34]([CH3:39])([CH3:38])[C:35]([N:21]1[CH2:22][CH2:23][N:18]([C:16](=[O:17])[C:15]2[CH:14]=[CH:13][C:12](/[CH:11]=[CH:10]/[C:3]3[C:4]4[C:9](=[CH:8][CH:7]=[CH:6][CH:5]=4)[NH:1][N:2]=3)=[CH:25][CH:24]=2)[CH2:19][CH2:20]1)=[O:36]. The catalyst class is: 5. (6) Reactant: [H-].[Na+].[C:3]([O:11][CH2:12][CH3:13])(=[O:10])[CH2:4][C:5]([O:7][CH2:8][CH3:9])=[O:6].Br[CH2:15][CH2:16][CH:17]=[CH2:18]. Product: [CH2:12]([O:11][C:3](=[O:10])[CH:4]([CH2:18][CH2:17][CH:16]=[CH2:15])[C:5]([O:7][CH2:8][CH3:9])=[O:6])[CH3:13]. The catalyst class is: 3. (7) The catalyst class is: 24. Product: [NH2:1][C:2]1[N:3]=[CH:4][N:5]=[C:6]([NH:11][C:12]2[CH:26]=[CH:25][C:15]([NH:16][C:17](=[O:24])[C:18]3[CH:23]=[CH:22][CH:21]=[CH:20][CH:19]=3)=[CH:14][CH:13]=2)[C:7]=1[CH:8]=[O:9]. Reactant: [NH2:1][C:2]1[C:7]([CH:8]=[O:9])=[C:6](Cl)[N:5]=[CH:4][N:3]=1.[NH2:11][C:12]1[CH:26]=[CH:25][C:15]([NH:16][C:17](=[O:24])[C:18]2[CH:23]=[CH:22][CH:21]=[CH:20][CH:19]=2)=[CH:14][CH:13]=1.C(=O)(O)[O-].[Na+]. (8) Reactant: [OH:1][CH:2]1[CH2:6][CH2:5][O:4][CH2:3]1.Cl[C:8]1[CH:9]=[CH:10][C:11]([N+:23]([O-:25])=[O:24])=[C:12]([CH2:14][NH:15][C:16](=[O:22])[O:17][C:18]([CH3:21])([CH3:20])[CH3:19])[CH:13]=1.[H-].[Na+]. Product: [O:4]1[CH2:5][CH2:6][CH:2]([O:1][C:8]2[CH:9]=[CH:10][C:11]([N+:23]([O-:25])=[O:24])=[C:12]([CH2:14][NH:15][C:16](=[O:22])[O:17][C:18]([CH3:21])([CH3:19])[CH3:20])[CH:13]=2)[CH2:3]1. The catalyst class is: 9.